From a dataset of Full USPTO retrosynthesis dataset with 1.9M reactions from patents (1976-2016). Predict the reactants needed to synthesize the given product. (1) Given the product [Cl:2][C:3]1[CH:4]=[C:5]([CH:15]([NH:17][C:25]([C:24]2[CH:28]=[C:29]([CH3:31])[N:30]=[C:22]([C:20]([O:19][CH3:18])=[O:21])[CH:23]=2)=[O:26])[CH3:16])[CH:6]=[N:7][C:8]=1[O:9][CH2:10][C:11]([F:12])([F:13])[F:14], predict the reactants needed to synthesize it. The reactants are: Cl.[Cl:2][C:3]1[CH:4]=[C:5]([CH:15]([NH2:17])[CH3:16])[CH:6]=[N:7][C:8]=1[O:9][CH2:10][C:11]([F:14])([F:13])[F:12].[CH3:18][O:19][C:20]([C:22]1[CH:23]=[C:24]([CH:28]=[C:29]([CH3:31])[N:30]=1)[C:25](O)=[O:26])=[O:21]. (2) Given the product [CH2:29]([N:25]([C:13]1[CH:14]=[CH:15][C:16]2[N:17]([CH2:18][CH:19]3[CH2:20][CH2:21][O:22][CH2:23][CH2:24]3)[C:33]([C:32]([OH:31])([CH3:37])[CH3:36])=[N:10][C:11]=2[CH:12]=1)[C:26](=[O:28])[CH3:27])[CH3:30], predict the reactants needed to synthesize it. The reactants are: C(N(C(C)C)CC)(C)C.[NH2:10][C:11]1[CH:12]=[C:13]([N:25]([CH2:29][CH3:30])[C:26](=[O:28])[CH3:27])[CH:14]=[CH:15][C:16]=1[NH:17][CH2:18][CH:19]1[CH2:24][CH2:23][O:22][CH2:21][CH2:20]1.[OH:31][C:32]([CH3:37])([CH3:36])[C:33](O)=O.CN(C(ON1N=NC2C=CC=NC1=2)=[N+](C)C)C.F[P-](F)(F)(F)(F)F. (3) Given the product [CH2:1]([O:8][C:9]1[C:10]([Br:22])=[C:11]([CH:16]([O:21][C:2]([CH3:7])([CH3:3])[CH3:1])[C:17]([O:19][CH3:20])=[O:18])[C:12]([CH3:15])=[CH:13][CH:14]=1)[C:2]1[CH:3]=[CH:4][CH:5]=[CH:6][CH:7]=1, predict the reactants needed to synthesize it. The reactants are: [CH2:1]([O:8][C:9]1[C:10]([Br:22])=[C:11]([CH:16]([OH:21])[C:17]([O:19][CH3:20])=[O:18])[C:12]([CH3:15])=[CH:13][CH:14]=1)[C:2]1[CH:7]=[CH:6][CH:5]=[CH:4][CH:3]=1.S(=O)(=O)(O)O. (4) The reactants are: [C:1]([NH:5][C:6]1[S:7][CH2:8][C:9]2([N:38]=1)[C:22]1[CH:21]=[C:20]([C:23]3[CH:24]=[N:25][CH:26]=[N:27][CH:28]=3)[CH:19]=CC=1O[C:15]1[C:10]2=[CH:11][C:12](B2OC(C)(C)C(C)(C)O2)=[CH:13][CH:14]=1)([CH3:4])([CH3:3])[CH3:2].[OH-:39].[Na+].[Cl-].O[NH3+].[CH2:44]([OH:46])[CH3:45]. Given the product [C:1]([NH:5][C:6]1[S:7][CH2:8][C:9]2([N:38]=1)[C:10]1[CH:11]=[C:12]([OH:39])[CH:13]=[CH:14][C:15]=1[O:46][C:44]1[C:22]2=[CH:21][C:20]([C:23]2[CH:24]=[N:25][CH:26]=[N:27][CH:28]=2)=[CH:19][CH:45]=1)([CH3:2])([CH3:4])[CH3:3], predict the reactants needed to synthesize it. (5) Given the product [NH:8]1[CH2:12][CH2:11][CH2:10][C@H:9]1[CH2:13][O:14][C:15]1[CH:24]=[CH:23][C:18]([C:19]([O:21][CH3:22])=[O:20])=[CH:17][CH:16]=1, predict the reactants needed to synthesize it. The reactants are: C(OC([N:8]1[CH2:12][CH2:11][CH2:10][C@H:9]1[CH2:13][O:14][C:15]1[CH:24]=[CH:23][C:18]([C:19]([O:21][CH3:22])=[O:20])=[CH:17][CH:16]=1)=O)(C)(C)C. (6) Given the product [Cl:1][C:2]1[C:3]2[C:7]([CH:8]=[C:9]([C:11]([NH:13][CH2:14][C:15]3[CH:20]=[CH:19][CH:18]=[C:17]([Cl:21])[CH:16]=3)=[O:12])[CH:10]=1)=[N:6][N:5]([CH2:23][CH2:24][C:25]1[CH:30]=[CH:29][CH:28]=[CH:27][N:26]=1)[CH:4]=2, predict the reactants needed to synthesize it. The reactants are: [Cl:1][C:2]1[CH:10]=[C:9]([C:11]([NH:13][CH2:14][C:15]2[CH:20]=[CH:19][CH:18]=[C:17]([Cl:21])[CH:16]=2)=[O:12])[CH:8]=[C:7]2[C:3]=1[CH:4]=[N:5][NH:6]2.Cl[CH2:23][CH2:24][C:25]1[CH:30]=[CH:29][CH:28]=[CH:27][N:26]=1.ClC1C=CC=C2C=1C=NN2. (7) Given the product [NH3:8].[N:33]1[C:32]2[CH2:31][CH2:30][NH:29][CH2:28][C:27]=2[S:26][C:25]=1[C:20]1[CH:21]=[CH:22][CH:23]=[CH:24][C:19]=1[NH:18][C:16](=[O:17])[O:15][CH2:14][CH:11]1[CH2:12][CH2:13][NH:8][CH2:9][CH2:10]1, predict the reactants needed to synthesize it. The reactants are: C(OC([N:8]1[CH2:13][CH2:12][CH:11]([CH2:14][O:15][C:16]([NH:18][C:19]2[CH:24]=[CH:23][CH:22]=[CH:21][C:20]=2[C:25]2[S:26][C:27]3[CH2:28][N:29](C(OC(C)(C)C)=O)[CH2:30][CH2:31][C:32]=3[N:33]=2)=[O:17])[CH2:10][CH2:9]1)=O)(C)(C)C.Cl.CO. (8) Given the product [CH:1]1([N:7]2[C:14](=[O:15])[CH2:13][CH:9]([C:10]([OH:12])=[O:11])[CH2:8]2)[CH2:6][CH2:5][CH2:4][CH2:3][CH2:2]1, predict the reactants needed to synthesize it. The reactants are: [CH:1]1([NH2:7])[CH2:6][CH2:5][CH2:4][CH2:3][CH2:2]1.[CH2:8]=[C:9]([CH2:13][C:14](O)=[O:15])[C:10]([OH:12])=[O:11].[OH-].[Na+]. (9) The reactants are: [CH3:1][NH:2][C:3]([N:5]1[C:13]2[C:8](=[CH:9][C:10]([O:14][C:15]3[CH:20]=[CH:19][N:18]=[C:17]([N:21](C(OC4C=CC=CC=4)=O)[C:22](=O)[O:23]C4C=CC=CC=4)[CH:16]=3)=[CH:11][CH:12]=2)[CH:7]=[CH:6]1)=[O:4].[OH-].[Na+].Cl.[O:43]=[S:44]1(=[O:50])[CH2:49][CH2:48][NH:47][CH2:46][CH2:45]1. Given the product [CH3:1][NH:2][C:3]([N:5]1[C:13]2[C:8](=[CH:9][C:10]([O:14][C:15]3[CH:20]=[CH:19][N:18]=[C:17]([NH:21][C:22]([N:47]4[CH2:48][CH2:49][S:44](=[O:50])(=[O:43])[CH2:45][CH2:46]4)=[O:23])[CH:16]=3)=[CH:11][CH:12]=2)[CH:7]=[CH:6]1)=[O:4], predict the reactants needed to synthesize it.